From a dataset of Choline transporter screen with 302,306 compounds. Binary Classification. Given a drug SMILES string, predict its activity (active/inactive) in a high-throughput screening assay against a specified biological target. (1) The drug is S1\C(=C\c2n(c3ccc(cc3)C(O)=O)ccc2)C(=O)N(Cc2c(cccc2)C#N)C1=O. The result is 0 (inactive). (2) The compound is S(c1ccc(Cn2nnc(c2N)C(=O)NCc2ccccc2)cc1)C. The result is 0 (inactive).